From a dataset of Forward reaction prediction with 1.9M reactions from USPTO patents (1976-2016). Predict the product of the given reaction. (1) Given the reactants [Cl:1][C:2]1[C:7]([CH:8]=O)=[CH:6][N:5]=[CH:4][CH:3]=1.CN.[BH4-].[Na+].[CH2:14]([N:16](CC)CC)C.[C:21](O[C:21]([O:23][C:24]([CH3:27])([CH3:26])[CH3:25])=[O:22])([O:23][C:24]([CH3:27])([CH3:26])[CH3:25])=[O:22], predict the reaction product. The product is: [Cl:1][C:2]1[CH:3]=[CH:4][N:5]=[CH:6][C:7]=1[CH2:8][N:16]([CH3:14])[C:21](=[O:22])[O:23][C:24]([CH3:27])([CH3:26])[CH3:25]. (2) The product is: [C:21]1([C:10]2[C:9]3[C:13](=[C:14]([C:16]([NH2:18])=[O:17])[CH:15]=[C:7]([C:1]4[CH:6]=[CH:5][CH:4]=[CH:3][CH:2]=4)[CH:8]=3)[NH:12][CH:11]=2)[CH2:26][CH2:25][CH2:24][CH2:23][CH:22]=1. Given the reactants [C:1]1([C:7]2[CH:8]=[C:9]3[C:13](=[C:14]([C:16]([NH2:18])=[O:17])[CH:15]=2)[NH:12][CH:11]=[CH:10]3)[CH:6]=[CH:5][CH:4]=[CH:3][CH:2]=1.[OH-].[K+].[C:21]1(=O)[CH2:26][CH2:25][CH2:24][CH2:23][CH2:22]1, predict the reaction product. (3) Given the reactants FC(F)(F)C(O)=O.[CH3:8][N:9]([CH3:36])[C:10]1[CH:15]=[CH:14][CH:13]=[CH:12][C:11]=1[NH:16][C:17]1[CH:29]=[C:28]([C:30]2[CH:35]=[CH:34][CH:33]=[CH:32][CH:31]=2)[CH:27]=[CH:26][C:18]=1[C:19]([O:21]C(C)(C)C)=[O:20], predict the reaction product. The product is: [CH3:8][N:9]([CH3:36])[C:10]1[CH:15]=[CH:14][CH:13]=[CH:12][C:11]=1[NH:16][C:17]1[CH:29]=[C:28]([C:30]2[CH:35]=[CH:34][CH:33]=[CH:32][CH:31]=2)[CH:27]=[CH:26][C:18]=1[C:19]([OH:21])=[O:20]. (4) Given the reactants [C:1]([OH:9])(=[O:8])[C:2]([CH2:4][C:5](O)=[O:6])=[CH2:3].[CH3:10][N:11]([CH3:15])[CH2:12][CH2:13][NH2:14], predict the reaction product. The product is: [CH3:10][N:11]([CH3:15])[CH2:12][CH2:13][N:14]1[C:5](=[O:6])[CH2:4][CH:2]([C:1]([OH:9])=[O:8])[CH2:3]1. (5) Given the reactants [OH:1][C:2]([CH3:35])([CH3:34])[CH2:3][C@@:4]1([C:28]2[CH:33]=[CH:32][CH:31]=[CH:30][CH:29]=2)[O:9][C:8](=[O:10])[N:7]([C@H:11]([C:13]2[CH:18]=[CH:17][C:16](B3OC(C)(C)C(C)(C)O3)=[CH:15][CH:14]=2)[CH3:12])[CH2:6][CH2:5]1.Br[C:37]1[CH:42]=[CH:41][N:40]([C@@H:43]2[CH2:47][CH2:46][O:45][CH2:44]2)[C:39](=[O:48])[CH:38]=1, predict the reaction product. The product is: [OH:1][C:2]([CH3:34])([CH3:35])[CH2:3][C@@:4]1([C:28]2[CH:33]=[CH:32][CH:31]=[CH:30][CH:29]=2)[O:9][C:8](=[O:10])[N:7]([C@H:11]([C:13]2[CH:14]=[CH:15][C:16]([C:37]3[CH:42]=[CH:41][N:40]([C@@H:43]4[CH2:47][CH2:46][O:45][CH2:44]4)[C:39](=[O:48])[CH:38]=3)=[CH:17][CH:18]=2)[CH3:12])[CH2:6][CH2:5]1. (6) Given the reactants O[CH2:2][C:3]1[CH:4]=[C:5]([CH:15]=[C:16]([O:18][C@@H:19]([CH3:23])[CH2:20][O:21][CH3:22])[CH:17]=1)[C:6]([NH:8][C:9]1[S:10][C:11]([F:14])=[CH:12][N:13]=1)=[O:7].P(OBr)(OBr)(O[Br:27])=O, predict the reaction product. The product is: [Br:27][CH2:2][C:3]1[CH:4]=[C:5]([CH:15]=[C:16]([O:18][C@@H:19]([CH3:23])[CH2:20][O:21][CH3:22])[CH:17]=1)[C:6]([NH:8][C:9]1[S:10][C:11]([F:14])=[CH:12][N:13]=1)=[O:7].